From a dataset of Forward reaction prediction with 1.9M reactions from USPTO patents (1976-2016). Predict the product of the given reaction. (1) Given the reactants Cl[C:2]1[C:3]([F:11])=[N:4][C:5]([F:10])=[C:6]([F:9])[C:7]=1[NH2:8].CCN(CC)CC.[H][H], predict the reaction product. The product is: [F:10][C:5]1[C:6]([F:9])=[C:7]([NH2:8])[CH:2]=[C:3]([F:11])[N:4]=1. (2) Given the reactants Br[CH2:2][CH2:3][N:4]1[CH2:9][CH2:8][O:7][CH2:6][CH2:5]1.[C:10]([C@H:14]1[C:41](=[O:42])[N:40]2[CH2:43][C@@H:37]([CH2:38][C@H:39]2[C:44]([NH:46][C@:47]2([C:52](=[O:63])[NH:53][S:54]([C:57]3([CH2:60][O:61][CH3:62])[CH2:59][CH2:58]3)(=[O:56])=[O:55])[CH2:49][C@H:48]2[CH:50]=[CH2:51])=[O:45])[O:36][C:26]2=[N:27][C:28]3[CH:29]=[CH:30][CH:31]=[CH:32][C:33]=3[C:34]([OH:35])=[C:25]2[CH2:24][CH2:23][CH2:22][CH2:21][CH2:20][C@@H:19]2[CH2:64][CH2:65][CH2:66][C@H:18]2[O:17][C:16](=[O:67])[NH:15]1)([CH3:13])([CH3:12])[CH3:11], predict the reaction product. The product is: [C:10]([C@H:14]1[C:41](=[O:42])[N:40]2[CH2:43][C@@H:37]([CH2:38][C@H:39]2[C:44]([NH:46][C@:47]2([C:52](=[O:63])[NH:53][S:54]([C:57]3([CH2:60][O:61][CH3:62])[CH2:59][CH2:58]3)(=[O:55])=[O:56])[CH2:49][C@H:48]2[CH:50]=[CH2:51])=[O:45])[O:36][C:26]2=[N:27][C:28]3[CH:29]=[CH:30][CH:31]=[CH:32][C:33]=3[C:34]([O:35][CH2:2][CH2:3][N:4]3[CH2:9][CH2:8][O:7][CH2:6][CH2:5]3)=[C:25]2[CH2:24][CH2:23][CH2:22][CH2:21][CH2:20][C@@H:19]2[CH2:64][CH2:65][CH2:66][C@H:18]2[O:17][C:16](=[O:67])[NH:15]1)([CH3:11])([CH3:12])[CH3:13]. (3) Given the reactants [C:1]([O:5][C:6](=[O:15])[CH2:7][C@H:8]([CH2:12][CH:13]=[CH2:14])[C:9]([OH:11])=O)([CH3:4])([CH3:3])[CH3:2].[NH:16]1[CH2:20][CH2:19][CH2:18][C@H:17]1[CH2:21][OH:22].CO.C(Cl)Cl, predict the reaction product. The product is: [OH:22][CH2:21][C@@H:17]1[CH2:18][CH2:19][CH2:20][N:16]1[C:9]([C@@H:8]([CH2:12][CH:13]=[CH2:14])[CH2:7][C:6]([O:5][C:1]([CH3:2])([CH3:3])[CH3:4])=[O:15])=[O:11]. (4) Given the reactants F[C:2]1[C:3]([S:18]([CH3:21])(=[O:20])=[O:19])=[CH:4][C:5]([N+:15]([O-:17])=[O:16])=[C:6]([CH:14]=1)[C:7]([O:9][C:10]([CH3:13])([CH3:12])[CH3:11])=[O:8].[NH:22]([CH2:26][CH2:27][OH:28])[CH2:23][CH2:24][OH:25], predict the reaction product. The product is: [OH:25][CH2:24][CH2:23][N:22]([CH2:26][CH2:27][OH:28])[C:2]1[C:3]([S:18]([CH3:21])(=[O:20])=[O:19])=[CH:4][C:5]([N+:15]([O-:17])=[O:16])=[C:6]([CH:14]=1)[C:7]([O:9][C:10]([CH3:13])([CH3:12])[CH3:11])=[O:8]. (5) Given the reactants [CH3:1][CH:2]1[CH2:11][C:10]2[C:5](=[CH:6][CH:7]=[C:8]([N+:12]([O-])=O)[CH:9]=2)[CH2:4][N:3]1[C:15]([O:17][C:18]([CH3:21])([CH3:20])[CH3:19])=[O:16].[H][H], predict the reaction product. The product is: [NH2:12][C:8]1[CH:9]=[C:10]2[C:5](=[CH:6][CH:7]=1)[CH2:4][N:3]([C:15]([O:17][C:18]([CH3:21])([CH3:20])[CH3:19])=[O:16])[CH:2]([CH3:1])[CH2:11]2. (6) Given the reactants [OH:1][C:2]1[CH:3]=[C:4]2[C:9](=[CH:10][CH:11]=1)[CH:8]=[C:7]([C:12]([OH:14])=[O:13])[CH:6]=[CH:5]2.OS(O)(=O)=O.[CH3:20]O, predict the reaction product. The product is: [OH:1][C:2]1[CH:3]=[C:4]2[C:9](=[CH:10][CH:11]=1)[CH:8]=[C:7]([C:12]([O:14][CH3:20])=[O:13])[CH:6]=[CH:5]2. (7) Given the reactants [CH3:1][N:2]([CH3:6])[CH2:3][CH2:4][OH:5].[H-].[Na+].Br[CH2:10][C:11]([O:13][C:14]([CH3:17])([CH3:16])[CH3:15])=[O:12], predict the reaction product. The product is: [CH3:1][N:2]([CH3:6])[CH2:3][CH2:4][O:5][CH2:10][C:11]([O:13][C:14]([CH3:17])([CH3:16])[CH3:15])=[O:12]. (8) Given the reactants C(=O)([O-])[O-].[Cs+].[Cs+].C1(P(C2C=CC=CC=2)C2C3OC4C(=CC=CC=4P(C4C=CC=CC=4)C4C=CC=CC=4)C(C)(C)C=3C=CC=2)C=CC=CC=1.[CH3:49][O:50][C:51]1[CH:52]=[C:53]([NH2:57])[CH:54]=[CH:55][CH:56]=1.[C:58]([O:62][C:63]([N:65]1[CH2:70][CH2:69][C:68]2[N:71]([CH3:92])[C:72]([C:75]3[CH:80]=[CH:79][N:78]=[C:77]([N:81]4C(=O)C5C(=CC=CC=5)C4=O)[N:76]=3)=[C:73](I)[C:67]=2[C:66]1=[O:93])=[O:64])([CH3:61])([CH3:60])[CH3:59], predict the reaction product. The product is: [C:58]([O:62][C:63]([N:65]1[CH2:70][CH2:69][C:68]2[N:71]([CH3:92])[C:72]([C:75]3[CH:80]=[CH:79][N:78]=[C:77]([NH2:81])[N:76]=3)=[C:73]([NH:57][C:53]3[CH:54]=[CH:55][CH:56]=[C:51]([O:50][CH3:49])[CH:52]=3)[C:67]=2[C:66]1=[O:93])=[O:64])([CH3:61])([CH3:60])[CH3:59]. (9) Given the reactants [F:1][C:2]([C:5]1[CH:12]=[CH:11][C:8]([CH:9]=O)=[CH:7][CH:6]=1)([F:4])[CH3:3].[NH2:13][C:14]1[N:19]=[CH:18][C:17]([CH3:20])=[CH:16][N:15]=1.C([O:23][C:24](=O)[C:25]([OH:38])=[CH:26][C:27]([C:29]1[CH:34]=[CH:33][C:32]([CH:35]([CH3:37])[CH3:36])=[CH:31][CH:30]=1)=[O:28])C, predict the reaction product. The product is: [F:1][C:2]([C:5]1[CH:12]=[CH:11][C:8]([CH:9]2[N:13]([C:14]3[N:19]=[CH:18][C:17]([CH3:20])=[CH:16][N:15]=3)[C:24](=[O:23])[C:25]([OH:38])=[C:26]2[C:27](=[O:28])[C:29]2[CH:30]=[CH:31][C:32]([CH:35]([CH3:36])[CH3:37])=[CH:33][CH:34]=2)=[CH:7][CH:6]=1)([F:4])[CH3:3]. (10) Given the reactants [C:1]1([C:7]([C:15]2[CH:20]=[CH:19][CH:18]=[CH:17][CH:16]=2)([CH:9]2[CH2:14][CH2:13][NH:12][CH2:11][CH2:10]2)[OH:8])[CH:6]=[CH:5][CH:4]=[CH:3][CH:2]=1.Br[CH2:22][CH2:23][CH2:24][OH:25].C(#N)C, predict the reaction product. The product is: [OH:8][C:7]([C:15]1[CH:20]=[CH:19][CH:18]=[CH:17][CH:16]=1)([C:1]1[CH:2]=[CH:3][CH:4]=[CH:5][CH:6]=1)[CH:9]1[CH2:14][CH2:13][N:12]([CH2:22][CH2:23][CH2:24][OH:25])[CH2:11][CH2:10]1.